Task: Predict the reaction yield, written as a fraction of the theoretical maximum amount of product (1.0 means a 100% yield; for example, 0.34 means a 34% yield).. Dataset: Reaction yield outcomes from USPTO patents with 853,638 reactions (1) The reactants are Cl[C:2]1[C:3]([NH2:8])=[N:4][CH:5]=[CH:6][N:7]=1.[CH3:9][S-:10].[Na+]. The catalyst is CN(C=O)C.CCO. The product is [CH3:9][S:10][C:2]1[C:3]([NH2:8])=[N:4][CH:5]=[CH:6][N:7]=1. The yield is 0.940. (2) The product is [CH2:1]([O:3][C:4](=[O:22])[CH2:5][N:6]([CH2:7][CH2:8][NH:9][S:10]([C:13]1[S:14][C:15]2[CH:21]=[CH:20][CH:19]=[CH:18][C:16]=2[N:17]=1)(=[O:12])=[O:11])[C:43](=[O:44])[CH2:42][N:37]1[CH:36]=[N:35][C:34]2[C:38]1=[N:39][CH:40]=[N:41][C:33]=2[NH:32][C:30]([O:29][CH2:28][C:27]1[CH:46]=[CH:47][C:48]([O:49][CH3:50])=[C:25]([O:24][CH3:23])[CH:26]=1)=[O:31])[CH3:2]. No catalyst specified. The reactants are [CH2:1]([O:3][C:4](=[O:22])[CH2:5][NH:6][CH2:7][CH2:8][NH:9][S:10]([C:13]1[S:14][C:15]2[CH:21]=[CH:20][CH:19]=[CH:18][C:16]=2[N:17]=1)(=[O:12])=[O:11])[CH3:2].[CH3:23][O:24][C:25]1[CH:26]=[C:27]([CH:46]=[CH:47][C:48]=1[O:49][CH3:50])[CH2:28][O:29][C:30]([NH:32][C:33]1[N:41]=[CH:40][N:39]=[C:38]2[C:34]=1[N:35]=[CH:36][N:37]2[CH2:42][C:43](O)=[O:44])=[O:31]. The yield is 0.960. (3) The reactants are Cl[C:2]1[N:7]=[CH:6][C:5]([C:8]2[CH:13]=[CH:12][N:11]=[C:10]([NH:14][C:15]3[CH:16]=[C:17]([NH:22][C:23](=[O:34])[C:24]4[CH:29]=[CH:28][CH:27]=[C:26]([C:30]([F:33])([F:32])[F:31])[CH:25]=4)[CH:18]=[CH:19][C:20]=3[CH3:21])[N:9]=2)=[CH:4][CH:3]=1.[NH:35]1[CH2:40][CH2:39][O:38][CH2:37][CH2:36]1. The catalyst is O. The product is [CH3:21][C:20]1[CH:19]=[CH:18][C:17]([NH:22][C:23](=[O:34])[C:24]2[CH:29]=[CH:28][CH:27]=[C:26]([C:30]([F:31])([F:33])[F:32])[CH:25]=2)=[CH:16][C:15]=1[NH:14][C:10]1[N:9]=[C:8]([C:5]2[CH:6]=[N:7][C:2]([N:35]3[CH2:40][CH2:39][O:38][CH2:37][CH2:36]3)=[CH:3][CH:4]=2)[CH:13]=[CH:12][N:11]=1. The yield is 0.833. (4) The reactants are [CH3:1][C:2]([CH3:29])([CH3:28])[C@H:3]([NH:8][C:9]([C:11]1[N:12]=[C:13]([C:22]2[CH:27]=[CH:26][CH:25]=[CH:24][CH:23]=2)[N:14]2[CH2:20][CH2:19][CH2:18][N:17]([CH3:21])[CH2:16][C:15]=12)=[O:10])[C:4]([O:6]C)=[O:5].O.[OH-].[Li+]. The catalyst is C1COCC1.O. The product is [CH3:1][C:2]([CH3:29])([CH3:28])[C@H:3]([NH:8][C:9]([C:11]1[N:12]=[C:13]([C:22]2[CH:23]=[CH:24][CH:25]=[CH:26][CH:27]=2)[N:14]2[CH2:20][CH2:19][CH2:18][N:17]([CH3:21])[CH2:16][C:15]=12)=[O:10])[C:4]([OH:6])=[O:5]. The yield is 0.870. (5) The reactants are C[O:2][C:3](=[O:26])[C@:4](C1C=CC(Br)=CC=1)([NH:6][C:7]([C:9]1[N:10]=[CH:11][C:12]2[C:17]([CH:18]=1)=[CH:16][CH:15]=[CH:14][CH:13]=2)=[O:8])[CH3:5].F[C:28](F)(F)[C:29]1[CH:30]=[C:31](B(O)O)[CH:32]=[C:33]([C:35]([F:38])([F:37])[F:36])[CH:34]=1. No catalyst specified. The product is [CH:11]1[C:12]2[C:17](=[CH:16][CH:15]=[CH:14][CH:13]=2)[CH:18]=[C:9]([C:7]([NH:6][C@@H:4]([CH2:5][C:32]2[CH:31]=[CH:30][C:29]([C:28]3[CH:34]=[C:33]([C:35]([F:38])([F:37])[F:36])[CH:32]=[CH:31][CH:30]=3)=[CH:34][C:33]=2[C:35]([F:38])([F:37])[F:36])[C:3]([OH:2])=[O:26])=[O:8])[N:10]=1. The yield is 0.790. (6) The reactants are Cl[C:2]1[N:10]=[C:9](Cl)[CH:8]=[CH:7][C:3]=1[C:4]([NH2:6])=[O:5].[O:12]([C:19]1[CH:24]=[CH:23][C:22]([OH:25])=[CH:21][CH:20]=1)[C:13]1[CH:18]=[CH:17][CH:16]=[CH:15][CH:14]=1.CC1(C)C(C)(C)OB([C:34]2[CH2:35][N:36]([C:39]([O:41]C(C)(C)C)=O)[CH2:37][CH:38]=2)O1.[C:47](Cl)(=O)[CH:48]=C. No catalyst specified. The product is [C:39]([N:36]1[CH2:35][CH:34]=[C:38]([C:9]2[CH:8]=[CH:7][C:3]([C:4]([NH2:6])=[O:5])=[C:2]([O:25][C:22]3[CH:21]=[CH:20][C:19]([O:12][C:13]4[CH:18]=[CH:17][CH:16]=[CH:15][CH:14]=4)=[CH:24][CH:23]=3)[N:10]=2)[CH2:37]1)(=[O:41])[CH:47]=[CH2:48]. The yield is 0.620. (7) The reactants are CS(O[CH2:6][C@@H:7]([NH:17][C:18]([O:20][C:21]([CH3:24])([CH3:23])[CH3:22])=[O:19])[CH2:8][CH:9]1[CH2:14][CH2:13][C:12]([F:16])([F:15])[CH2:11][CH2:10]1)(=O)=O.[CH3:25][NH2:26]. The catalyst is CCOC(C)=O. The product is [F:15][C:12]1([F:16])[CH2:13][CH2:14][CH:9]([CH2:8][C@H:7]([NH:17][C:18](=[O:19])[O:20][C:21]([CH3:24])([CH3:23])[CH3:22])[CH2:6][NH:26][CH3:25])[CH2:10][CH2:11]1. The yield is 0.344.